Dataset: Reaction yield outcomes from USPTO patents with 853,638 reactions. Task: Predict the reaction yield, written as a fraction of the theoretical maximum amount of product (1.0 means a 100% yield; for example, 0.34 means a 34% yield). The reactants are [OH-].[Na+].C1C=CC=CC=1.[Cl:9][C:10]1[CH:11]=[C:12]([CH:15]=[CH:16][CH:17]=1)[CH2:13]Br.[CH:18](=[O:22])[CH:19]([CH3:21])[CH3:20]. The catalyst is [I-].C([N+](CCCC)(CCCC)CCCC)CCC.COC(C)(C)C. The product is [Cl:9][C:10]1[CH:11]=[C:12]([CH2:13][C:19]([CH3:21])([CH3:20])[CH2:18][OH:22])[CH:15]=[CH:16][CH:17]=1. The yield is 0.812.